This data is from Full USPTO retrosynthesis dataset with 1.9M reactions from patents (1976-2016). The task is: Predict the reactants needed to synthesize the given product. (1) Given the product [F:1][C:2]([F:21])([F:22])[C:3]([NH:5][C@H:6]1[C:15]2[C:10](=[C:11]([N+:18]([O-:20])=[O:19])[C:12]([CH:16]=[O:17])=[CH:13][CH:14]=2)[CH2:9][CH2:8][CH2:7]1)=[O:4], predict the reactants needed to synthesize it. The reactants are: [F:1][C:2]([F:22])([F:21])[C:3]([NH:5][C@H:6]1[C:15]2[C:10](=[C:11]([N+:18]([O-:20])=[O:19])[C:12]([CH2:16][OH:17])=[CH:13][CH:14]=2)[CH2:9][CH2:8][CH2:7]1)=[O:4]. (2) Given the product [N:28]([CH2:2][C:3]1[CH:4]=[CH:5][C:6]([C:9]#[N:10])=[N:7][CH:8]=1)=[N+:29]=[N-:30], predict the reactants needed to synthesize it. The reactants are: O[CH2:2][C:3]1[CH:4]=[CH:5][C:6]([C:9]#[N:10])=[N:7][CH:8]=1.S(Cl)(C)(=O)=O.C(N(CC)CC)C.S([O-])(=O)(=O)C.[N-:28]=[N+:29]=[N-:30].[Na+].